Dataset: Forward reaction prediction with 1.9M reactions from USPTO patents (1976-2016). Task: Predict the product of the given reaction. Given the reactants [CH2:1]([N:8]([CH2:35][C:36]1[CH:41]=[CH:40][CH:39]=[CH:38][CH:37]=1)[C:9]1([C:12]([O:14]C(C2(N(CC3C=CC=CC=3)CC3C=CC=CC=3)CC2)=O)=[O:13])[CH2:11][CH2:10]1)[C:2]1[CH:7]=[CH:6][CH:5]=[CH:4][CH:3]=1.[Li+].[OH-].C(O)(=O)C, predict the reaction product. The product is: [CH2:35]([N:8]([CH2:1][C:2]1[CH:7]=[CH:6][CH:5]=[CH:4][CH:3]=1)[C:9]1([C:12]([OH:14])=[O:13])[CH2:11][CH2:10]1)[C:36]1[CH:37]=[CH:38][CH:39]=[CH:40][CH:41]=1.